This data is from Forward reaction prediction with 1.9M reactions from USPTO patents (1976-2016). The task is: Predict the product of the given reaction. (1) Given the reactants [CH3:1][C:2]1[CH:7]=[C:6]([CH3:8])[NH:5][C:4](=[O:9])[C:3]=1[CH2:10][NH:11][C:12]([C:14]1[C:15]2[CH:32]=[N:31][N:30]([CH:33]3[CH2:38][CH2:37][NH:36][CH2:35][CH2:34]3)[C:16]=2[N:17]=[C:18]([C:20]2[CH2:21][C:22]([CH3:29])([CH3:28])[NH:23][C:24]([CH3:27])([CH3:26])[CH:25]=2)[CH:19]=1)=[O:13].[C:39](Cl)(=[O:41])[CH3:40].O.CO.C(Cl)Cl, predict the reaction product. The product is: [C:39]([N:36]1[CH2:37][CH2:38][CH:33]([N:30]2[C:16]3[N:17]=[C:18]([C:20]4[CH2:21][C:22]([CH3:28])([CH3:29])[NH:23][C:24]([CH3:26])([CH3:27])[CH:25]=4)[CH:19]=[C:14]([C:12]([NH:11][CH2:10][C:3]4[C:4](=[O:9])[NH:5][C:6]([CH3:8])=[CH:7][C:2]=4[CH3:1])=[O:13])[C:15]=3[CH:32]=[N:31]2)[CH2:34][CH2:35]1)(=[O:41])[CH3:40]. (2) Given the reactants [NH2:1][S:2]([C:5]1[C:10]([NH:11][C:12]([C:14]2[C:15](=[O:32])[N:16]([CH2:25][C:26]3[CH:31]=[CH:30][CH:29]=[CH:28][CH:27]=3)[C:17]3[C:22]([C:23]=2[OH:24])=[CH:21][CH:20]=[CH:19][N:18]=3)=O)=[CH:9][CH:8]=[CH:7][N:6]=1)(=[O:4])=[O:3].NS(C1C=C(Br)C=CC=1NC(C1C(=O)N(CC2C=CC=CC=2)C2C(C=1O)=CC=CN=2)=O)(=O)=O, predict the reaction product. The product is: [CH2:25]([N:16]1[C:17]2[C:22](=[CH:21][CH:20]=[CH:19][N:18]=2)[C:23]([OH:24])=[C:14]([C:12]2[NH:11][C:10]3[CH:9]=[CH:8][CH:7]=[N:6][C:5]=3[S:2](=[O:4])(=[O:3])[N:1]=2)[C:15]1=[O:32])[C:26]1[CH:31]=[CH:30][CH:29]=[CH:28][CH:27]=1.